Dataset: Forward reaction prediction with 1.9M reactions from USPTO patents (1976-2016). Task: Predict the product of the given reaction. (1) Given the reactants Br[C:2]1[CH:7]=[CH:6][C:5]([C@@H:8]2[O:13][CH2:12][CH2:11][N:10]([C:14]([O:16][C:17]([CH3:20])([CH3:19])[CH3:18])=[O:15])[CH2:9]2)=[CH:4][CH:3]=1.[F:21][C:22]1[CH:27]=[CH:26][C:25]([N:28]2[CH:32]=[C:31](B(O)O)[CH:30]=[N:29]2)=[CH:24][CH:23]=1.P([O-])([O-])([O-])=O.[K+].[K+].[K+].O, predict the reaction product. The product is: [F:21][C:22]1[CH:23]=[CH:24][C:25]([N:28]2[CH:32]=[C:31]([C:2]3[CH:7]=[CH:6][C:5]([C@@H:8]4[O:13][CH2:12][CH2:11][N:10]([C:14]([O:16][C:17]([CH3:20])([CH3:19])[CH3:18])=[O:15])[CH2:9]4)=[CH:4][CH:3]=3)[CH:30]=[N:29]2)=[CH:26][CH:27]=1. (2) Given the reactants [NH2:1][C:2]1[C:3]([CH3:18])=[CH:4][C:5]([CH3:17])=[C:6]2[C:10]=1[N:9]([CH2:11][CH2:12][CH2:13][CH2:14][CH2:15][CH3:16])[CH2:8][CH2:7]2.[CH2:19]([N:23]=[C:24]=[O:25])[CH2:20][CH2:21][CH3:22].O, predict the reaction product. The product is: [CH2:19]([NH:23][C:24]([NH:1][C:2]1[C:3]([CH3:18])=[CH:4][C:5]([CH3:17])=[C:6]2[C:10]=1[N:9]([CH2:11][CH2:12][CH2:13][CH2:14][CH2:15][CH3:16])[CH2:8][CH2:7]2)=[O:25])[CH2:20][CH2:21][CH3:22]. (3) Given the reactants [Br:1][C:2]1[CH:3]=[C:4]([CH:9]=[C:10]([N+:12]([O-])=O)[CH:11]=1)[C:5]([O:7][CH3:8])=[O:6].[BH4-].[Na+], predict the reaction product. The product is: [NH2:12][C:10]1[CH:9]=[C:4]([CH:3]=[C:2]([Br:1])[CH:11]=1)[C:5]([O:7][CH3:8])=[O:6].